Dataset: Peptide-MHC class II binding affinity with 134,281 pairs from IEDB. Task: Regression. Given a peptide amino acid sequence and an MHC pseudo amino acid sequence, predict their binding affinity value. This is MHC class II binding data. (1) The peptide sequence is DINASFRAAMATTAN. The binding affinity (normalized) is 0.489. The MHC is DRB1_1302 with pseudo-sequence DRB1_1302. (2) The binding affinity (normalized) is 0.557. The peptide sequence is ECKYFAATQFEPLAA. The MHC is DRB1_1602 with pseudo-sequence DRB1_1602. (3) The peptide sequence is PVQEFTVPRTKYTAT. The MHC is DRB1_0101 with pseudo-sequence DRB1_0101. The binding affinity (normalized) is 0.515.